Dataset: hERG potassium channel inhibition data for cardiac toxicity prediction from Karim et al.. Task: Regression/Classification. Given a drug SMILES string, predict its toxicity properties. Task type varies by dataset: regression for continuous values (e.g., LD50, hERG inhibition percentage) or binary classification for toxic/non-toxic outcomes (e.g., AMES mutagenicity, cardiotoxicity, hepatotoxicity). Dataset: herg_karim. (1) The molecule is CCN(CC)C(=O)[C@]1(c2ccccc2)C[C@H]1CN. The result is 0 (non-blocker). (2) The drug is CC(=O)C1=NN2c3cc(Cl)ccc3OCC2C1(CCCN(C)C)c1ccccc1. The result is 1 (blocker). (3) The drug is O=C(CCCCCCNC(=O)c1cnc(N(c2ccccc2)c2ccccc2)nc1)NO. The result is 0 (non-blocker). (4) The molecule is Cc1cc(C(=O)O)ccc1NC(=O)C(C1CCCCC1)n1c(-c2ccc(Cl)cc2)nc2cc(F)c(F)cc21. The result is 1 (blocker). (5) The result is 0 (non-blocker). The molecule is CCC(=O)N[C@H]1CC[C@H](CN(C)c2ccc(N3C(=O)Cc4cc(OC)c(O[C@H](C)CC)cc4[C@@H]3c3ccc(Cl)cc3)cc2)CC1.